From a dataset of Forward reaction prediction with 1.9M reactions from USPTO patents (1976-2016). Predict the product of the given reaction. Given the reactants C=O.[F:3][C:4]([F:37])([F:36])[C:5]1[N:9]2[N:10]=[C:11]([N:14]3[CH2:19][CH2:18][N:17]([C:20]4[CH:35]=[CH:34][C:23]([O:24][CH2:25][CH2:26][N:27]5[CH2:32][CH2:31][NH:30][CH2:29][C:28]5=[O:33])=[CH:22][CH:21]=4)[CH2:16][CH2:15]3)[CH:12]=[CH:13][C:8]2=[N:7][N:6]=1.[C:38](O)(=O)C.[Na], predict the reaction product. The product is: [CH3:38][N:30]1[CH2:31][CH2:32][N:27]([CH2:26][CH2:25][O:24][C:23]2[CH:34]=[CH:35][C:20]([N:17]3[CH2:16][CH2:15][N:14]([C:11]4[CH:12]=[CH:13][C:8]5[N:9]([C:5]([C:4]([F:3])([F:36])[F:37])=[N:6][N:7]=5)[N:10]=4)[CH2:19][CH2:18]3)=[CH:21][CH:22]=2)[C:28](=[O:33])[CH2:29]1.